From a dataset of Full USPTO retrosynthesis dataset with 1.9M reactions from patents (1976-2016). Predict the reactants needed to synthesize the given product. Given the product [C:2]([C:3]([CH3:40])([CH3:41])[CH2:4][NH:5][C:6]([C:8]1[S:9][C:10]([C:22]2[CH:27]=[CH:26][C:25]([C:28]([OH:37])([C:33]([F:36])([F:35])[F:34])[C:29]([F:30])([F:31])[F:32])=[C:24]([Cl:38])[C:23]=2[Cl:39])=[C:11]([C:13]([N:15]2[CH2:20][CH2:19][CH2:18][CH2:17][C@@H:16]2[CH3:21])=[O:14])[N:12]=1)=[O:7])#[N:1], predict the reactants needed to synthesize it. The reactants are: [NH2:1][C:2](=O)[C:3]([CH3:41])([CH3:40])[CH2:4][NH:5][C:6]([C:8]1[S:9][C:10]([C:22]2[CH:27]=[CH:26][C:25]([C:28]([OH:37])([C:33]([F:36])([F:35])[F:34])[C:29]([F:32])([F:31])[F:30])=[C:24]([Cl:38])[C:23]=2[Cl:39])=[C:11]([C:13]([N:15]2[CH2:20][CH2:19][CH2:18][CH2:17][C@@H:16]2[CH3:21])=[O:14])[N:12]=1)=[O:7].C(OC(C(F)(F)F)=O)(C(F)(F)F)=O.